This data is from Forward reaction prediction with 1.9M reactions from USPTO patents (1976-2016). The task is: Predict the product of the given reaction. (1) Given the reactants [CH3:1][N:2]([CH3:38])[C:3]([C@:5]1([CH2:35][O:36][CH3:37])[CH2:9][CH2:8][C@H:7]([C:10]2[CH:15]=[CH:14][C:13]([O:16][CH2:17][C:18]3[CH:23]=[CH:22][CH:21]=[CH:20][C:19]=3[F:24])=[CH:12][CH:11]=2)[N:6]1C(OCC1C=CC=CC=1)=O)=[O:4], predict the reaction product. The product is: [F:24][C:19]1[CH:20]=[CH:21][CH:22]=[CH:23][C:18]=1[CH2:17][O:16][C:13]1[CH:14]=[CH:15][C:10]([C@@H:7]2[NH:6][C@:5]([CH2:35][O:36][CH3:37])([C:3]([N:2]([CH3:1])[CH3:38])=[O:4])[CH2:9][CH2:8]2)=[CH:11][CH:12]=1. (2) Given the reactants [Cl:1][C:2]1[CH:3]=[C:4]2[C:8](=[CH:9][CH:10]=1)[NH:7][CH:6]=[C:5]2[CH2:11][CH2:12][NH:13][C:14](=[O:23])[C:15]1[CH:20]=[CH:19][CH:18]=[C:17]([CH2:21]Cl)[CH:16]=1.[F:24][C:25]([F:36])([F:35])[C:26]1[CH:31]=[CH:30][C:29](B(O)O)=[CH:28][CH:27]=1.C(=O)([O-])[O-].[Na+].[Na+].[I-].[Na+], predict the reaction product. The product is: [Cl:1][C:2]1[CH:3]=[C:4]2[C:8](=[CH:9][CH:10]=1)[NH:7][CH:6]=[C:5]2[CH2:11][CH2:12][NH:13][C:14](=[O:23])[C:15]1[CH:20]=[CH:19][CH:18]=[C:17]([CH2:21][C:29]2[CH:30]=[CH:31][C:26]([C:25]([F:36])([F:35])[F:24])=[CH:27][CH:28]=2)[CH:16]=1. (3) Given the reactants [F-].C([N+](CCCC)(CCCC)CCCC)CCC.[O:19]1[CH:23]=[CH:22][CH:21]=[C:20]1[C:24]1[CH:25]=[C:26]2[C:30](=[CH:31][C:32]=1[C:33]1[CH:38]=[CH:37][C:36]([O:39][CH2:40][C:41]3[CH:46]=[CH:45][CH:44]=[CH:43][CH:42]=3)=[CH:35][CH:34]=1)[N:29](COCC[Si](C)(C)C)[N:28]=[C:27]2[NH:55][C:56](=[O:60])[CH2:57][CH2:58][CH3:59].C(OCC)(=O)C, predict the reaction product. The product is: [O:19]1[CH:23]=[CH:22][CH:21]=[C:20]1[C:24]1[CH:25]=[C:26]2[C:30](=[CH:31][C:32]=1[C:33]1[CH:34]=[CH:35][C:36]([O:39][CH2:40][C:41]3[CH:46]=[CH:45][CH:44]=[CH:43][CH:42]=3)=[CH:37][CH:38]=1)[NH:29][N:28]=[C:27]2[NH:55][C:56](=[O:60])[CH2:57][CH2:58][CH3:59]. (4) Given the reactants O=P(Cl)(Cl)Cl.[F:6][C:7]1[N:12]=[C:11]([C:13]2[N:14]([CH2:18][C:19]3[N:24]=[CH:23][N:22]4[CH:25]=[C:26]([C:28]([NH2:30])=O)[N:27]=[C:21]4[C:20]=3[CH2:31][CH2:32][CH3:33])[CH:15]=[CH:16][N:17]=2)[CH:10]=[CH:9][CH:8]=1, predict the reaction product. The product is: [F:6][C:7]1[N:12]=[C:11]([C:13]2[N:14]([CH2:18][C:19]3[N:24]=[CH:23][N:22]4[CH:25]=[C:26]([C:28]#[N:30])[N:27]=[C:21]4[C:20]=3[CH2:31][CH2:32][CH3:33])[CH:15]=[CH:16][N:17]=2)[CH:10]=[CH:9][CH:8]=1.